From a dataset of NCI-60 drug combinations with 297,098 pairs across 59 cell lines. Regression. Given two drug SMILES strings and cell line genomic features, predict the synergy score measuring deviation from expected non-interaction effect. (1) Cell line: NCI-H522. Synergy scores: CSS=23.0, Synergy_ZIP=-2.66, Synergy_Bliss=-6.26, Synergy_Loewe=-50.2, Synergy_HSA=-6.64. Drug 2: C1=NC2=C(N1)C(=S)N=CN2. Drug 1: CC1=CC2C(CCC3(C2CCC3(C(=O)C)OC(=O)C)C)C4(C1=CC(=O)CC4)C. (2) Drug 1: CC1=C2C(C(=O)C3(C(CC4C(C3C(C(C2(C)C)(CC1OC(=O)C(C(C5=CC=CC=C5)NC(=O)OC(C)(C)C)O)O)OC(=O)C6=CC=CC=C6)(CO4)OC(=O)C)O)C)O. Drug 2: C#CCC(CC1=CN=C2C(=N1)C(=NC(=N2)N)N)C3=CC=C(C=C3)C(=O)NC(CCC(=O)O)C(=O)O. Cell line: SF-295. Synergy scores: CSS=42.8, Synergy_ZIP=0.607, Synergy_Bliss=0.215, Synergy_Loewe=-5.44, Synergy_HSA=0.594. (3) Drug 1: C1CN1C2=NC(=NC(=N2)N3CC3)N4CC4. Drug 2: C1CC(=O)NC(=O)C1N2C(=O)C3=CC=CC=C3C2=O. Cell line: HL-60(TB). Synergy scores: CSS=51.7, Synergy_ZIP=1.71, Synergy_Bliss=1.77, Synergy_Loewe=-29.8, Synergy_HSA=1.11. (4) Drug 1: C1C(C(OC1N2C=C(C(=O)NC2=O)F)CO)O. Drug 2: CC12CCC3C(C1CCC2O)C(CC4=C3C=CC(=C4)O)CCCCCCCCCS(=O)CCCC(C(F)(F)F)(F)F. Cell line: A549. Synergy scores: CSS=34.1, Synergy_ZIP=-6.31, Synergy_Bliss=-0.706, Synergy_Loewe=-40.9, Synergy_HSA=-2.70. (5) Drug 1: COC1=C(C=C2C(=C1)N=CN=C2NC3=CC(=C(C=C3)F)Cl)OCCCN4CCOCC4. Drug 2: CC1CCCC2(C(O2)CC(NC(=O)CC(C(C(=O)C(C1O)C)(C)C)O)C(=CC3=CSC(=N3)C)C)C. Cell line: PC-3. Synergy scores: CSS=9.90, Synergy_ZIP=-5.46, Synergy_Bliss=-3.17, Synergy_Loewe=-2.86, Synergy_HSA=-3.16. (6) Drug 1: C1CCC(C1)C(CC#N)N2C=C(C=N2)C3=C4C=CNC4=NC=N3. Drug 2: C1=C(C(=O)NC(=O)N1)N(CCCl)CCCl. Cell line: ACHN. Synergy scores: CSS=63.0, Synergy_ZIP=6.95, Synergy_Bliss=5.59, Synergy_Loewe=-0.541, Synergy_HSA=5.78. (7) Drug 1: C1CC(=O)NC(=O)C1N2CC3=C(C2=O)C=CC=C3N. Drug 2: CCC1(CC2CC(C3=C(CCN(C2)C1)C4=CC=CC=C4N3)(C5=C(C=C6C(=C5)C78CCN9C7C(C=CC9)(C(C(C8N6C=O)(C(=O)OC)O)OC(=O)C)CC)OC)C(=O)OC)O.OS(=O)(=O)O. Cell line: NCI-H226. Synergy scores: CSS=-3.39, Synergy_ZIP=0.931, Synergy_Bliss=-1.36, Synergy_Loewe=-8.28, Synergy_HSA=-4.49.